This data is from Full USPTO retrosynthesis dataset with 1.9M reactions from patents (1976-2016). The task is: Predict the reactants needed to synthesize the given product. (1) Given the product [F:1][C:2]1[C:3]([C:10]2[NH:14][N:13]=[CH:12][CH:11]=2)=[C:4]([CH:7]=[CH:8][CH:9]=1)[C:5]([OH:19])=[O:15], predict the reactants needed to synthesize it. The reactants are: [F:1][C:2]1[C:3]([C:10]2[NH:14][N:13]=[CH:12][CH:11]=2)=[C:4]([CH:7]=[CH:8][CH:9]=1)[C:5]#N.[OH-:15].[Na+].Cl.C[OH:19]. (2) Given the product [ClH:28].[F:1][C:2]1[CH:10]=[C:9]2[C:5]([C:6]([C:18]3[CH:23]=[CH:22][C:21]([S:24]([NH2:25])(=[O:27])=[O:26])=[N:20][CH:19]=3)=[CH:7][NH:8]2)=[CH:4][CH:3]=1, predict the reactants needed to synthesize it. The reactants are: [F:1][C:2]1[CH:10]=[C:9]2[C:5]([C:6]([C:18]3[CH:19]=[N:20][C:21]([S:24](=[O:27])(=[O:26])[NH2:25])=[CH:22][CH:23]=3)=[CH:7][N:8]2C(OC(C)(C)C)=O)=[CH:4][CH:3]=1.[ClH:28].CCOC(C)=O. (3) The reactants are: [CH3:1][C:2]([CH3:13])([CH2:8][CH2:9][CH2:10][CH2:11][CH3:12])[C:3](=O)[C:4]([OH:6])=[O:5].[CH3:14][NH2:15]. Given the product [CH3:1][C:2]([CH3:13])([CH2:8][CH2:9][CH2:10][CH2:11][CH3:12])[CH:3]([NH:15][CH3:14])[C:4]([OH:6])=[O:5], predict the reactants needed to synthesize it. (4) Given the product [F:5][C:6]1[CH:7]=[C:8]([S:13][C:14]2[CH:15]=[C:16]3[C:24]([NH:25][C:26](=[O:47])[C:27]4[CH:32]=[CH:31][C:30]([N:33]5[CH2:38][CH2:37][N:36]([CH3:39])[CH2:35][CH2:34]5)=[CH:29][C:28]=4[NH:40][CH:41]4[CH2:42][CH2:43][O:44][CH2:45][CH2:46]4)=[N:23][NH:22][C:17]3=[N:18][C:19]=2[OH:20])[CH:9]=[C:10]([F:12])[CH:11]=1, predict the reactants needed to synthesize it. The reactants are: B(Br)(Br)Br.[F:5][C:6]1[CH:7]=[C:8]([S:13][C:14]2[CH:15]=[C:16]3[C:24]([NH:25][C:26](=[O:47])[C:27]4[CH:32]=[CH:31][C:30]([N:33]5[CH2:38][CH2:37][N:36]([CH3:39])[CH2:35][CH2:34]5)=[CH:29][C:28]=4[NH:40][CH:41]4[CH2:46][CH2:45][O:44][CH2:43][CH2:42]4)=[N:23][NH:22][C:17]3=[N:18][C:19]=2[O:20]C)[CH:9]=[C:10]([F:12])[CH:11]=1.CO. (5) Given the product [CH:25]([C:28]1[CH:33]=[CH:32][C:31]([C:2]2[CH:7]=[C:6]([C:8]3[CH:9]=[C:10]([CH:16]=[CH:17][CH:18]=3)[C:11]([O:13][CH2:14][CH3:15])=[O:12])[CH:5]=[CH:4][N:3]=2)=[CH:30][CH:29]=1)([CH3:27])[CH3:26], predict the reactants needed to synthesize it. The reactants are: Cl[C:2]1[CH:7]=[C:6]([C:8]2[CH:9]=[C:10]([CH:16]=[CH:17][CH:18]=2)[C:11]([O:13][CH2:14][CH3:15])=[O:12])[CH:5]=[CH:4][N:3]=1.C(=O)([O-])[O-].[Na+].[Na+].[CH:25]([C:28]1[CH:33]=[CH:32][C:31](B(O)O)=[CH:30][CH:29]=1)([CH3:27])[CH3:26].O. (6) Given the product [N+:7]([C:10]1[CH:18]=[CH:17][C:13]([C:14]([NH:2][Si:3]([CH3:6])([CH3:5])[CH2:4][CH3:19])=[O:15])=[CH:12][CH:11]=1)([O-:9])=[O:8], predict the reactants needed to synthesize it. The reactants are: C[NH:2][Si:3]([CH3:6])([CH3:5])[CH3:4].[N+:7]([C:10]1[CH:18]=[CH:17][C:13]([C:14](Cl)=[O:15])=[CH:12][CH:11]=1)([O-:9])=[O:8].[CH2:19](N(CC)CC)C.O.